This data is from Reaction yield outcomes from USPTO patents with 853,638 reactions. The task is: Predict the reaction yield, written as a fraction of the theoretical maximum amount of product (1.0 means a 100% yield; for example, 0.34 means a 34% yield). The reactants are [CH3:1][O:2][C:3]1[C:4](=[O:19])[C:5]([C:15]([O:17]C)=[O:16])=[N:6][N:7]([C:9]2[CH:10]=[N:11][CH:12]=[CH:13][CH:14]=2)[CH:8]=1.[ClH:20]. No catalyst specified. The product is [ClH:20].[CH3:1][O:2][C:3]1[C:4](=[O:19])[C:5]([C:15]([OH:17])=[O:16])=[N:6][N:7]([C:9]2[CH:10]=[N:11][CH:12]=[CH:13][CH:14]=2)[CH:8]=1. The yield is 0.950.